The task is: Predict which catalyst facilitates the given reaction.. This data is from Catalyst prediction with 721,799 reactions and 888 catalyst types from USPTO. (1) Reactant: [CH2:1]([N:8]1[CH2:13][CH2:12][NH:11][C@@H:10]([CH2:14][CH2:15][OH:16])[CH2:9]1)[C:2]1[CH:7]=[CH:6][CH:5]=[CH:4][CH:3]=1.[C:17](O[C:17]([O:19][C:20]([CH3:23])([CH3:22])[CH3:21])=[O:18])([O:19][C:20]([CH3:23])([CH3:22])[CH3:21])=[O:18]. Product: [C:20]([O:19][C:17]([N:11]1[CH2:12][CH2:13][N:8]([CH2:1][C:2]2[CH:3]=[CH:4][CH:5]=[CH:6][CH:7]=2)[CH2:9][CH:10]1[CH2:14][CH2:15][OH:16])=[O:18])([CH3:23])([CH3:22])[CH3:21]. The catalyst class is: 4. (2) Reactant: [CH3:1][S:2](Cl)(=[O:4])=[O:3].[C:6]1([CH:12]([OH:19])[CH2:13][CH2:14][CH:15]([OH:18])[CH2:16][CH3:17])[CH:11]=[CH:10][CH:9]=[CH:8][CH:7]=1.C(N(CC)CC)C. Product: [CH3:1][S:2]([O:18][CH:15]([CH2:16][CH3:17])[CH2:14][CH2:13][CH:12]([O:19][S:2]([CH3:1])(=[O:4])=[O:3])[C:6]1[CH:11]=[CH:10][CH:9]=[CH:8][CH:7]=1)(=[O:4])=[O:3]. The catalyst class is: 4.